This data is from hERG potassium channel inhibition data for cardiac toxicity prediction from Karim et al.. The task is: Regression/Classification. Given a drug SMILES string, predict its toxicity properties. Task type varies by dataset: regression for continuous values (e.g., LD50, hERG inhibition percentage) or binary classification for toxic/non-toxic outcomes (e.g., AMES mutagenicity, cardiotoxicity, hepatotoxicity). Dataset: herg_karim. (1) The drug is Cn1c(SCCCN2CC3CCN(c4ccc(C(F)(F)F)cc4)C3C2)nnc1N1CCOCC1. The result is 1 (blocker). (2) The drug is CN[C@H]1Cc2ccccc2[C@@H](c2ccc(Cl)c(Cl)c2)C1. The result is 1 (blocker). (3) The compound is CC(Oc1ccc(S(C)(=O)=O)cc1C(=O)N1CCN(c2ccc(C#N)cc2F)CC1)C(F)(F)F. The result is 1 (blocker). (4) The molecule is Cc1ncoc1-c1nnc(SCCCCN2CC[C@]3(C[C@@H]3c3ccc(C(F)(F)F)cc3)C2)n1C. The result is 1 (blocker). (5) The drug is CCCCc1oc2ccccc2c1C(=O)c1cc(I)c(OCC(=O)OCC)c(I)c1. The result is 0 (non-blocker). (6) The compound is COC(=O)C1(CNC(=O)c2cc(OC)cc(OC)c2)CCN(CC2=Cc3ccccc3OC2(C)C)CC1. The result is 1 (blocker). (7) The molecule is COC(=O)C1(CNC(=O)c2cc(OC)cc(OC)c2)CCN(Cc2cccc(C(F)(F)F)c2)CC1. The result is 1 (blocker).